Dataset: Full USPTO retrosynthesis dataset with 1.9M reactions from patents (1976-2016). Task: Predict the reactants needed to synthesize the given product. (1) Given the product [C:7]1([C:7]2[CH:8]=[CH:9][CH:10]=[CH:11][CH:12]=2)[CH:8]=[CH:9][CH:10]=[CH:11][CH:12]=1, predict the reactants needed to synthesize it. The reactants are: C([O-])(O)=O.[Na+].O[C:7]1[CH:8]=[C:9](B(O)O)[CH:10]=[CH:11][CH:12]=1. (2) Given the product [Cl:1][C:2]1[C:3]([N:27]([CH:29]([CH3:31])[CH3:30])[CH3:28])=[CH:4][C:5]2[N:11]=[C:10]([C:12]3[CH:17]=[CH:16][CH:15]=[C:14]([N:18]4[C:22]([CH2:23][NH:42][CH:37]5[CH2:41][CH2:40][CH2:39][CH2:38]5)=[CH:21][N:20]=[N:19]4)[CH:13]=3)[CH2:9][C:8](=[O:25])[NH:7][C:6]=2[CH:26]=1, predict the reactants needed to synthesize it. The reactants are: [Cl:1][C:2]1[C:3]([N:27]([CH:29]([CH3:31])[CH3:30])[CH3:28])=[CH:4][C:5]2[N:11]=[C:10]([C:12]3[CH:17]=[CH:16][CH:15]=[C:14]([N:18]4[C:22]([CH2:23]O)=[CH:21][N:20]=[N:19]4)[CH:13]=3)[CH2:9][C:8](=[O:25])[NH:7][C:6]=2[CH:26]=1.S(Cl)(Cl)=O.[Cl-].[CH:37]1([NH2:42])[CH2:41][CH2:40][CH2:39][CH2:38]1. (3) Given the product [Br:34][CH:15]1[CH2:14][CH2:13][CH2:12][C:11]2[CH:18]=[C:7]([N:6]3[CH2:5][C@H:4]([CH2:19][NH:20][C:21](=[O:23])[CH3:22])[O:3][C:2]3=[O:1])[CH:8]=[CH:9][C:10]=2[C:16]1=[O:17], predict the reactants needed to synthesize it. The reactants are: [O:1]=[C:2]1[N:6]([C:7]2[CH:8]=[CH:9][C:10]3[C:16](=[O:17])[CH2:15][CH2:14][CH2:13][CH2:12][C:11]=3[CH:18]=2)[CH2:5][C@H:4]([CH2:19][NH:20][C:21](=[O:23])[CH3:22])[O:3]1.C(O)(=O)C.C1C=C[NH+]=CC=1.[Br:34][Br-]Br. (4) Given the product [NH:1]([C:7](=[C:12]1[C:13](=[O:14])[CH2:15][C:16]([CH3:17])([CH3:18])[CH2:19][C:20]1=[O:21])[CH2:8][CH:9]([CH3:11])[CH3:10])[CH2:2][CH2:3][C:4]([OH:6])=[O:5], predict the reactants needed to synthesize it. The reactants are: [NH2:1][CH2:2][CH2:3][C:4]([OH:6])=[O:5].[C:7](O)(=[C:12]1[C:20](=[O:21])[CH2:19][C:16]([CH3:18])([CH3:17])[CH2:15][C:13]1=[O:14])[CH2:8][CH:9]([CH3:11])[CH3:10].